Dataset: Full USPTO retrosynthesis dataset with 1.9M reactions from patents (1976-2016). Task: Predict the reactants needed to synthesize the given product. (1) Given the product [NH2:14][CH2:13][CH2:12][CH2:11][N:8]1[CH2:7][CH2:6][N:5]([CH2:4][CH2:3][CH2:2][NH:1][C:23]2[C:22]3[C:21](=[O:31])[C:20]4[C:29](=[CH:16][CH:17]=[CH:18][CH:19]=4)[C:28](=[O:30])[C:27]=3[CH:26]=[CH:25][CH:24]=2)[CH2:10][CH2:9]1, predict the reactants needed to synthesize it. The reactants are: [NH2:1][CH2:2][CH2:3][CH2:4][N:5]1[CH2:10][CH2:9][N:8]([CH2:11][CH2:12][CH2:13][NH2:14])[CH2:7][CH2:6]1.Cl[C:16]1[C:29]2[C:28](=[O:30])[C:27]3[C:22](=[CH:23][CH:24]=[CH:25][CH:26]=3)[C:21](=[O:31])[C:20]=2[CH:19]=[CH:18][CH:17]=1. (2) Given the product [Br:17][CH2:18][CH2:19][O:16][C:5]1[CH:4]=[CH:3][C:2]([Cl:1])=[CH:7][C:6]=1[C:8]([C:10]1[CH:15]=[CH:14][CH:13]=[CH:12][CH:11]=1)=[O:9], predict the reactants needed to synthesize it. The reactants are: [Cl:1][C:2]1[CH:3]=[CH:4][C:5]([OH:16])=[C:6]([C:8]([C:10]2[CH:15]=[CH:14][CH:13]=[CH:12][CH:11]=2)=[O:9])[CH:7]=1.[Br:17][CH2:18][CH2:19]Br.C(=O)([O-])[O-].[K+].[K+].